Dataset: Forward reaction prediction with 1.9M reactions from USPTO patents (1976-2016). Task: Predict the product of the given reaction. (1) The product is: [CH2:1]([NH:3][C:4](=[O:37])[C:5]1[CH:10]=[CH:9][C:8]([NH:11][C:12]2[NH:17][C:16]3=[N:18][CH:19]=[CH:20][C:15]3=[C:14]([NH:31][CH2:32][C:33]([F:35])([F:36])[F:34])[N:13]=2)=[CH:7][CH:6]=1)[CH3:2]. Given the reactants [CH2:1]([NH:3][C:4](=[O:37])[C:5]1[CH:10]=[CH:9][C:8]([NH:11][C:12]2[N:13]=[C:14]([NH:31][CH2:32][C:33]([F:36])([F:35])[F:34])[C:15]3[CH:20]=[CH:19][N:18](S(C4C=CC(C)=CC=4)(=O)=O)[C:16]=3[N:17]=2)=[CH:7][CH:6]=1)[CH3:2].C(=O)([O-])[O-].[K+].[K+], predict the reaction product. (2) Given the reactants [CH3:1][C:2]1[CH:9]=[CH:8][C:7]([CH3:10])=[CH:6][C:3]=1[CH2:4][NH2:5].[C:11]1(=O)[O:16][C:14](=[O:15])[C:13]2=[CH:17][CH:18]=[CH:19][CH:20]=[C:12]12, predict the reaction product. The product is: [CH3:1][C:2]1[CH:9]=[CH:8][C:7]([CH3:10])=[CH:6][C:3]=1[CH2:4][N:5]1[C:14](=[O:15])[C:13]2[C:12](=[CH:20][CH:19]=[CH:18][CH:17]=2)[C:11]1=[O:16]. (3) Given the reactants [C:1]([C:5]1[NH:6][C:7]([C:25]2[CH:30]=[CH:29][C:28]([F:31])=[CH:27][C:26]=2[F:32])=[C:8]([C:10]2[N:15]=[C:14]3[N:16]([CH2:20][C:21]([CH3:24])([CH3:23])[CH3:22])[C:17]([NH2:19])=[N:18][C:13]3=[CH:12][CH:11]=2)[N:9]=1)([CH3:4])([CH3:3])[CH3:2].[CH3:33][S:34]([OH:37])(=[O:36])=[O:35], predict the reaction product. The product is: [CH3:33][S:34]([OH:37])(=[O:36])=[O:35].[C:1]([C:5]1[NH:6][C:7]([C:25]2[CH:30]=[CH:29][C:28]([F:31])=[CH:27][C:26]=2[F:32])=[C:8]([C:10]2[N:15]=[C:14]3[N:16]([CH2:20][C:21]([CH3:24])([CH3:23])[CH3:22])[C:17]([NH2:19])=[N:18][C:13]3=[CH:12][CH:11]=2)[N:9]=1)([CH3:2])([CH3:3])[CH3:4]. (4) Given the reactants [ClH:1].C(O[C:5](=[NH:16])[C:6]1[CH:11]=[CH:10][C:9]([NH2:12])=[C:8]([N+:13]([O-:15])=[O:14])[CH:7]=1)C.[NH3:17], predict the reaction product. The product is: [ClH:1].[NH2:12][C:9]1[CH:10]=[CH:11][C:6]([C:5]([NH2:16])=[NH:17])=[CH:7][C:8]=1[N+:13]([O-:15])=[O:14]. (5) Given the reactants [C:1]([O:5][C:6]([N:8]1[CH2:13][CH2:12][CH:11]([SH:14])[CH2:10][CH2:9]1)=[O:7])([CH3:4])([CH3:3])[CH3:2].[H-].[Na+].[F:17][C:18]1[CH:23]=[C:22]([F:24])[CH:21]=[CH:20][C:19]=1[C@@:25]1([CH2:29][N:30]2[CH:34]=[N:33][CH:32]=[N:31]2)[C@H:27](C)[O:26]1.[C:35](OCC)(=O)C, predict the reaction product. The product is: [F:17][C:18]1[CH:23]=[C:22]([F:24])[CH:21]=[CH:20][C:19]=1[C@@:25]([OH:26])([C@:29]([N:30]1[CH:34]=[N:33][CH:32]=[N:31]1)([S:14][CH:11]1[CH2:12][CH2:13][N:8]([C:6]([O:5][C:1]([CH3:4])([CH3:2])[CH3:3])=[O:7])[CH2:9][CH2:10]1)[CH3:35])[CH3:27]. (6) Given the reactants [OH:1][C:2]1[CH:19]=[C:18]2[C:5]([C@H:6]3[C@H:15]([CH2:16][S:17]2(=[O:21])=[O:20])[C@:14]2([CH3:22])[C@H:9]([C:10]([CH3:24])([CH3:23])[CH2:11][CH2:12][CH2:13]2)[CH2:8][CH2:7]3)=[C:4]([O:25][CH3:26])[CH:3]=1.C(N(CC)CC)C.[F:34][C:35]([F:48])([F:47])[S:36](O[S:36]([C:35]([F:48])([F:47])[F:34])(=[O:38])=[O:37])(=[O:38])=[O:37], predict the reaction product. The product is: [F:34][C:35]([F:48])([F:47])[S:36]([O:1][C:2]1[CH:19]=[C:18]2[C:5]([C@H:6]3[C@H:15]([CH2:16][S:17]2(=[O:20])=[O:21])[C@:14]2([CH3:22])[C@H:9]([C:10]([CH3:23])([CH3:24])[CH2:11][CH2:12][CH2:13]2)[CH2:8][CH2:7]3)=[C:4]([O:25][CH3:26])[CH:3]=1)(=[O:38])=[O:37]. (7) Given the reactants Br[C:2]1[CH:10]=[CH:9][CH:8]=[C:7]2[C:3]=1[C:4]([C:18]([N:20]1[CH2:25][CH2:24][CH:23]([C:26]3[CH:27]=[C:28]([CH:37]=[CH:38][C:39]=3[F:40])[CH2:29][NH:30][C:31](=[O:36])[C:32]([F:35])([F:34])[F:33])[CH2:22][CH2:21]1)=[O:19])=[CH:5][N:6]2[CH2:11][CH2:12][O:13][C:14]([F:17])([F:16])[F:15].[CH2:41]([N:44]1[CH:48]=[C:47](B(O)O)[CH:46]=[N:45]1)[CH2:42][CH3:43].C(=O)([O-])[O-].[Cs+].[Cs+].C(Cl)Cl, predict the reaction product. The product is: [F:34][C:32]([F:33])([F:35])[C:31]([NH:30][CH2:29][C:28]1[CH:37]=[CH:38][C:39]([F:40])=[C:26]([CH:23]2[CH2:22][CH2:21][N:20]([C:18]([C:4]3[C:3]4[C:7](=[CH:8][CH:9]=[CH:10][C:2]=4[C:47]4[CH:46]=[N:45][N:44]([CH2:41][CH2:42][CH3:43])[CH:48]=4)[N:6]([CH2:11][CH2:12][O:13][C:14]([F:15])([F:16])[F:17])[CH:5]=3)=[O:19])[CH2:25][CH2:24]2)[CH:27]=1)=[O:36].